From a dataset of Reaction yield outcomes from USPTO patents with 853,638 reactions. Predict the reaction yield, written as a fraction of the theoretical maximum amount of product (1.0 means a 100% yield; for example, 0.34 means a 34% yield). (1) The reactants are [OH:1][B:2]1[C:6]2[CH:7]=[C:8]([O:12][C:13]3[CH:18]=[N:17][CH:16]=[CH:15][N:14]=3)[CH:9]=[C:10]([OH:11])[C:5]=2[CH:4]([CH2:19][C:20]([O:22][CH2:23][CH3:24])=[O:21])[O:3]1.I[CH:26]([CH3:28])[CH3:27].[H-].[Na+]. The catalyst is CN(C=O)C. The product is [CH2:23]([O:22][C:20](=[O:21])[CH2:19][CH:4]1[O:3][B:2]([OH:1])[C:6]2[CH:7]=[C:8]([O:12][C:13]3[CH:18]=[N:17][CH:16]=[CH:15][N:14]=3)[CH:9]=[C:10]([O:11][CH:26]([CH3:28])[CH3:27])[C:5]1=2)[CH3:24]. The yield is 0.860. (2) The yield is 0.540. The product is [C:26]([O:25][C:23]([N:20]1[CH2:21][CH2:22][CH:17]([N:6]2[C:5](=[O:15])[C:4]3[C:8](=[CH:9][C:10]([N+:11]([O-:13])=[O:12])=[C:2]([NH2:1])[CH:3]=3)[C:7]2=[O:14])[CH2:18][CH2:19]1)=[O:24])([CH3:29])([CH3:27])[CH3:28]. The reactants are [NH2:1][C:2]1[CH:3]=[C:4]2[C:8](=[CH:9][C:10]=1[N+:11]([O-:13])=[O:12])[C:7](=[O:14])[NH:6][C:5]2=[O:15].N[CH:17]1[CH2:22][CH2:21][N:20]([C:23]([O:25][C:26]([CH3:29])([CH3:28])[CH3:27])=[O:24])[CH2:19][CH2:18]1.N1C=CN=C1. The catalyst is O1CCOCC1.